From a dataset of Catalyst prediction with 721,799 reactions and 888 catalyst types from USPTO. Predict which catalyst facilitates the given reaction. (1) Reactant: Br[C:2]1[CH:7]=[CH:6][C:5]([O:8][CH3:9])=[CH:4][N:3]=1.[I-:10].[Na+].CN[C@@H]1CCCC[C@H]1NC. Product: [I:10][C:2]1[CH:7]=[CH:6][C:5]([O:8][CH3:9])=[CH:4][N:3]=1. The catalyst class is: 830. (2) Reactant: [CH3:1][S:2]([C:5]1[N:10]=[CH:9][C:8]([C@@H:11]([NH:14]S(C(C)(C)C)=O)[CH2:12][CH3:13])=[CH:7][CH:6]=1)(=[O:4])=[O:3].[ClH:21].O1CCOCC1. Product: [ClH:21].[CH3:1][S:2]([C:5]1[N:10]=[CH:9][C:8]([C@@H:11]([NH2:14])[CH2:12][CH3:13])=[CH:7][CH:6]=1)(=[O:4])=[O:3]. The catalyst class is: 5. (3) Reactant: [C:1]([O:5][C:6]([NH:8][CH2:9][CH2:10][N:11]1[C:19]2[C:18]([NH:20][C:21]3[CH:41]=[CH:40][C:24]([O:25][C:26]4[CH:27]=[C:28]([CH:33]=[C:34]([C:36]([F:39])([F:38])[F:37])[CH:35]=4)[C:29]([O:31]C)=[O:30])=[C:23]([Cl:42])[CH:22]=3)=[N:17][CH:16]=[N:15][C:14]=2[CH:13]=[CH:12]1)=[O:7])([CH3:4])([CH3:3])[CH3:2].CO.[OH-].[Na+].Cl. Product: [C:1]([O:5][C:6]([NH:8][CH2:9][CH2:10][N:11]1[C:19]2[C:18]([NH:20][C:21]3[CH:41]=[CH:40][C:24]([O:25][C:26]4[CH:27]=[C:28]([CH:33]=[C:34]([C:36]([F:39])([F:38])[F:37])[CH:35]=4)[C:29]([OH:31])=[O:30])=[C:23]([Cl:42])[CH:22]=3)=[N:17][CH:16]=[N:15][C:14]=2[CH:13]=[CH:12]1)=[O:7])([CH3:4])([CH3:2])[CH3:3]. The catalyst class is: 132. (4) Reactant: [CH2:1]([OH:4])[CH2:2][OH:3].[Cl:5][C:6]1[N:7]=[C:8]([N:21]2[CH2:25][CH2:24][C:23](=O)[CH2:22]2)[C:9]2[CH2:14][CH2:13][CH:12]([C:15]3[CH:20]=[CH:19][CH:18]=[CH:17][CH:16]=3)[C:10]=2[N:11]=1.CC1C=CC(S(O)(=O)=O)=CC=1.O. Product: [Cl:5][C:6]1[N:7]=[C:8]([N:21]2[CH2:25][CH2:24][C:23]3([O:4][CH2:1][CH2:2][O:3]3)[CH2:22]2)[C:9]2[CH2:14][CH2:13][CH:12]([C:15]3[CH:20]=[CH:19][CH:18]=[CH:17][CH:16]=3)[C:10]=2[N:11]=1. The catalyst class is: 48. (5) Reactant: [CH3:1][O:2][C:3]1[C:13]2[CH2:12][CH2:11][CH2:10][C:9](=[O:14])[N:8]([CH3:15])[C:7]=2[CH:6]=[CH:5][C:4]=1[N+:16]([O-])=O.O.NN. Product: [NH2:16][C:4]1[CH:5]=[CH:6][C:7]2[N:8]([CH3:15])[C:9](=[O:14])[CH2:10][CH2:11][CH2:12][C:13]=2[C:3]=1[O:2][CH3:1]. The catalyst class is: 63. (6) Reactant: Br[C:2]12[CH2:11][CH:6]3[CH2:7][CH:8]([CH2:10][CH:4]([CH2:5]3)[CH2:3]1)[CH2:9]2.[Br-].[Al+3].[Br-].[Br-].[Br:16][C:17]1[CH:22]=[CH:21][CH:20]=[C:19]([Br:23])[CH:18]=1. Product: [Br:16][C:17]1[CH:22]=[C:21]([C:2]23[CH2:11][CH:6]4[CH2:7][CH:8]([CH2:10][CH:4]([CH2:5]4)[CH2:3]2)[CH2:9]3)[CH:20]=[C:19]([Br:23])[CH:18]=1. The catalyst class is: 33. (7) Reactant: [CH2:1]=[C:2]1[CH2:11][CH2:10][CH2:9][C:4]2([CH2:8][CH2:7][CH2:6][CH2:5]2)[CH:3]1[C:12]([OH:14])=[O:13].[C:15]([O-])([O-])=O.[K+].[K+].CI.Cl. Product: [CH2:1]=[C:2]1[CH2:11][CH2:10][CH2:9][C:4]2([CH2:8][CH2:7][CH2:6][CH2:5]2)[CH:3]1[C:12]([O:14][CH3:15])=[O:13]. The catalyst class is: 3.